Dataset: Catalyst prediction with 721,799 reactions and 888 catalyst types from USPTO. Task: Predict which catalyst facilitates the given reaction. (1) Reactant: [Cl:1][C:2]1[C:6]([Cl:7])=[C:5]([CH3:8])[NH:4][C:3]=1[C:9]([NH:11][CH:12]1[CH2:17][CH2:16][N:15]([C:18]2[S:19][C:20]([C:29]([O:31]C)=[O:30])=[C:21]([C:23]3[N:27]([CH3:28])[N:26]=[CH:25][N:24]=3)[N:22]=2)[CH2:14]/[C:13]/1=[N:33]\[O:34][CH3:35])=[O:10].[Li+].[I-]. Product: [Cl:1][C:2]1[C:6]([Cl:7])=[C:5]([CH3:8])[NH:4][C:3]=1[C:9]([NH:11][CH:12]1[CH2:17][CH2:16][N:15]([C:18]2[S:19][C:20]([C:29]([OH:31])=[O:30])=[C:21]([C:23]3[N:27]([CH3:28])[N:26]=[CH:25][N:24]=3)[N:22]=2)[CH2:14]/[C:13]/1=[N:33]\[O:34][CH3:35])=[O:10]. The catalyst class is: 1. (2) Reactant: [NH2:1][CH:2]([CH2:18][C:19]1[CH:24]=[C:23]([F:25])[CH:22]=[C:21]([F:26])[CH:20]=1)[CH:3]([OH:17])[CH2:4][NH:5][C:6]1([C:9]2[CH:14]=[CH:13][CH:12]=[C:11]([CH2:15][CH3:16])[CH:10]=2)[CH2:8][CH2:7]1.[C:27]1(=[O:33])[O:32][C:30](=[O:31])[CH2:29][CH2:28]1. Product: [F:26][C:21]1[CH:20]=[C:19]([CH:24]=[C:23]([F:25])[CH:22]=1)[CH2:18][C@H:2]([NH:1][C:27](=[O:33])[CH2:28][CH2:29][C:30]([OH:32])=[O:31])[C@H:3]([OH:17])[CH2:4][NH:5][C:6]1([C:9]2[CH:14]=[CH:13][CH:12]=[C:11]([CH2:15][CH3:16])[CH:10]=2)[CH2:8][CH2:7]1. The catalyst class is: 22.